Dataset: Full USPTO retrosynthesis dataset with 1.9M reactions from patents (1976-2016). Task: Predict the reactants needed to synthesize the given product. Given the product [Cl:30][C:31]([O:20][CH2:19][C@H:10]([O:11][CH2:12][C:13]1[CH:18]=[CH:17][CH:16]=[CH:15][CH:14]=1)[CH2:9][O:8][CH2:1][C:2]1[CH:3]=[CH:4][CH:5]=[CH:6][CH:7]=1)=[O:33], predict the reactants needed to synthesize it. The reactants are: [CH2:1]([O:8][CH2:9][C@H:10]([CH2:19][OH:20])[O:11][CH2:12][C:13]1[CH:18]=[CH:17][CH:16]=[CH:15][CH:14]=1)[C:2]1[CH:7]=[CH:6][CH:5]=[CH:4][CH:3]=1.C(N(CC)C(C)C)(C)C.[Cl:30][C:31](Cl)([O:33]C(=O)OC(Cl)(Cl)Cl)Cl.